Dataset: Catalyst prediction with 721,799 reactions and 888 catalyst types from USPTO. Task: Predict which catalyst facilitates the given reaction. (1) Reactant: [CH2:1]([O:3][C:4](=[O:32])[CH:5]([C:10]1[CH:11]=[C:12]([C:22]2[CH:27]=[CH:26][C:25]([C:28]([F:31])([F:30])[F:29])=[CH:24][CH:23]=2)[CH:13]=[C:14]([CH:16]2[CH2:21][CH2:20][CH2:19][NH:18][CH2:17]2)[CH:15]=1)[CH2:6][CH:7]([CH3:9])[CH3:8])[CH3:2].BrC[C:35]1[CH:36]=[CH:37][C:38]2[S:42][N:41]=[N:40][C:39]=2[CH:43]=1.[CH:44](N(C(C)C)CC)(C)C. Product: [CH2:1]([O:3][C:4](=[O:32])[CH:5]([C:10]1[CH:11]=[C:12]([C:22]2[CH:23]=[CH:24][C:25]([C:28]([F:29])([F:30])[F:31])=[CH:26][CH:27]=2)[CH:13]=[C:14]([CH:16]2[CH2:21][CH2:20][CH2:19][N:18]([CH2:44][C:36]3[CH:35]=[CH:43][C:39]4[N:40]=[N:41][S:42][C:38]=4[CH:37]=3)[CH2:17]2)[CH:15]=1)[CH2:6][CH:7]([CH3:9])[CH3:8])[CH3:2]. The catalyst class is: 210. (2) Reactant: [CH3:1][O:2][C:3]1[CH:35]=[CH:34][C:6]([O:7][C:8]2[CH:33]=[CH:32][C:11]([CH2:12][NH:13][C:14]([C:16]3([NH:19][C:20]([C:22]4[CH:23]=[N:24][C:25](S(C)(=O)=O)=[N:26][CH:27]=4)=[O:21])[CH2:18][CH2:17]3)=[O:15])=[CH:10][CH:9]=2)=[C:5]([C:36]([F:39])([F:38])[F:37])[CH:4]=1.[C-:40]#[N:41].[K+].N. Product: [CH3:1][O:2][C:3]1[CH:35]=[CH:34][C:6]([O:7][C:8]2[CH:33]=[CH:32][C:11]([CH2:12][NH:13][C:14]([C:16]3([NH:19][C:20]([C:22]4[CH:23]=[N:24][C:25]([C:40]#[N:41])=[N:26][CH:27]=4)=[O:21])[CH2:18][CH2:17]3)=[O:15])=[CH:10][CH:9]=2)=[C:5]([C:36]([F:39])([F:38])[F:37])[CH:4]=1. The catalyst class is: 3. (3) Reactant: [NH2:1][CH2:2][C:3]1[CH:8]=[C:7]([F:9])[CH:6]=[CH:5][C:4]=1[S:10]([NH:13][C:14]1[C:23]([C:24]([O:26][CH3:27])=[O:25])=[C:22]2[C:17]([CH:18]3[CH2:28][CH:19]3[CH2:20][O:21]2)=[CH:16][CH:15]=1)(=[O:12])=[O:11].CN(C(ON1N=NC2C=CC=NC1=2)=[N+](C)C)C.F[P-](F)(F)(F)(F)F.[CH2:53]([N:55]1[CH2:59][CH2:58][CH2:57][C@H:56]1[C:60](O)=[O:61])[CH3:54].C(N(C(C)C)CC)(C)C. Product: [CH2:53]([N:55]1[CH2:59][CH2:58][CH2:57][C@H:56]1[C:60]([CH:2]([NH2:1])[C:3]1[CH:8]=[C:7]([F:9])[CH:6]=[CH:5][C:4]=1[S:10]([NH:13][C:14]1[C:23]([C:24]([O:26][CH3:27])=[O:25])=[C:22]2[C:17]([CH:18]3[CH2:28][CH:19]3[CH2:20][O:21]2)=[CH:16][CH:15]=1)(=[O:11])=[O:12])=[O:61])[CH3:54]. The catalyst class is: 3. (4) Reactant: [C:1]([O:5][C:6](=[O:34])[NH:7][C:8]1([C:16]2[CH:25]=[CH:24][C:23]3[C:18](=[CH:19][CH:20]=[C:21]([O:26]CC4C=CC=CC=4)[CH:22]=3)[CH:17]=2)[CH2:13][O:12][C:11]([CH3:15])([CH3:14])[O:10][CH2:9]1)([CH3:4])([CH3:3])[CH3:2].C(O)C. The catalyst class is: 723. Product: [OH:26][C:21]1[CH:22]=[C:23]2[C:18](=[CH:19][CH:20]=1)[CH:17]=[C:16]([C:8]1([NH:7][C:6](=[O:34])[O:5][C:1]([CH3:4])([CH3:3])[CH3:2])[CH2:13][O:12][C:11]([CH3:15])([CH3:14])[O:10][CH2:9]1)[CH:25]=[CH:24]2. (5) The catalyst class is: 22. Reactant: [CH3:1][C:2]1[CH:9]=[CH:8][CH:7]=[C:6]([N+:10]([O-:12])=[O:11])[C:3]=1[CH2:4]O.P(Br)(Br)[Br:14]. Product: [CH3:1][C:2]1[CH:9]=[CH:8][CH:7]=[C:6]([N+:10]([O-:12])=[O:11])[C:3]=1[CH2:4][Br:14]. (6) Reactant: [CH3:1][C:2]1([CH3:16])[C:6]([CH3:8])([CH3:7])[O:5][B:4]([C:9]2[CH:15]=[CH:14][C:12]([NH2:13])=[CH:11][CH:10]=2)[O:3]1.[CH2:17]([S:20](Cl)(=[O:22])=[O:21])[CH:18]=[CH2:19]. Product: [CH3:8][C:6]1([CH3:7])[C:2]([CH3:16])([CH3:1])[O:3][B:4]([C:9]2[CH:15]=[CH:14][C:12]([NH:13][S:20]([CH2:17][CH:18]=[CH2:19])(=[O:22])=[O:21])=[CH:11][CH:10]=2)[O:5]1. The catalyst class is: 17.